Dataset: Forward reaction prediction with 1.9M reactions from USPTO patents (1976-2016). Task: Predict the product of the given reaction. (1) The product is: [NH2:10][C:5]1[CH:6]=[CH:7][CH:8]=[C:9]2[C:4]=1[CH:3]=[N:2][N:1]2[C:12]1[CH:13]=[C:14]([CH:19]=[CH:20][CH:21]=1)[C:15]([O:17][CH3:18])=[O:16]. Given the reactants [NH:1]1[C:9]2[CH:8]=[CH:7][CH:6]=[C:5]([NH2:10])[C:4]=2[CH:3]=[N:2]1.I[C:12]1[CH:13]=[C:14]([CH:19]=[CH:20][CH:21]=1)[C:15]([O:17][CH3:18])=[O:16].CN[C@@H]1CCCC[C@H]1NC.C(=O)([O-])[O-].[K+].[K+], predict the reaction product. (2) The product is: [CH2:20]([O:19][C:17]([N:13]1[CH2:12][CH2:11][N:10]([C:8]2[CH:7]=[CH:6][C:3]([CH:4]=[O:5])=[C:2]([Cl:1])[CH:9]=2)[CH2:15][CH2:14]1)=[O:18])[CH3:21]. Given the reactants [Cl:1][C:2]1[CH:9]=[C:8]([N:10]2[CH2:15][CH2:14][NH:13][CH2:12][CH2:11]2)[CH:7]=[CH:6][C:3]=1[CH:4]=[O:5].Cl[C:17]([O:19][CH2:20][CH3:21])=[O:18].C([O-])([O-])=O.[Na+].[Na+], predict the reaction product.